Task: Predict the product of the given reaction.. Dataset: Forward reaction prediction with 1.9M reactions from USPTO patents (1976-2016) (1) Given the reactants [N:1](OCCCC)=[O:2].[CH3:8][C:9]1[C:14]([CH3:15])=[C:13]([S:16]([CH3:19])(=[O:18])=[O:17])[CH:12]=[CH:11][C:10]=1[Br:20].CC(C)([O-])C.[K+].O, predict the reaction product. The product is: [Br:20][C:10]1[C:9]([CH3:8])=[C:14]([C:13]([S:16]([CH3:19])(=[O:17])=[O:18])=[CH:12][CH:11]=1)[CH:15]=[N:1][OH:2]. (2) Given the reactants C[N:2](C)[C:3](=[N:5][C:6]([C:8]1[C:9]([O:16][CH3:17])=[N:10][CH:11]=[N:12][C:13]=1[O:14][CH3:15])=[O:7])[CH3:4].Cl.NO.[OH-].[Na+].CC(O)=O, predict the reaction product. The product is: [CH3:17][O:16][C:9]1[C:8]([C:6]2[O:7][N:2]=[C:3]([CH3:4])[N:5]=2)=[C:13]([O:14][CH3:15])[N:12]=[CH:11][N:10]=1. (3) Given the reactants [F:1][C:2]1([F:33])[CH2:7][CH2:6][CH:5]([CH2:8][C:9]2[N:13]3[C:14]([CH3:28])=[CH:15][C:16]([CH:18]([OH:27])[CH:19]([CH:21]4[CH2:26][CH2:25][O:24][CH2:23][CH2:22]4)[OH:20])=[CH:17][C:12]3=[N:11][C:10]=2[C:29]([F:32])([F:31])[F:30])[CH2:4][CH2:3]1, predict the reaction product. The product is: [F:33][C:2]1([F:1])[CH2:7][CH2:6][CH:5]([CH2:8][C:9]2[N:13]3[C:14]([CH3:28])=[CH:15][C:16]([C:18](=[O:27])[CH:19]([OH:20])[CH:21]4[CH2:22][CH2:23][O:24][CH2:25][CH2:26]4)=[CH:17][C:12]3=[N:11][C:10]=2[C:29]([F:31])([F:32])[F:30])[CH2:4][CH2:3]1. (4) Given the reactants [F:1][C:2]1[CH:3]=[C:4]([C:8]2[C:16]3[C:11](=[CH:12][C:13]([O:20]C)=[C:14]([C:17]([OH:19])=[O:18])[CH:15]=3)[NH:10][N:9]=2)[CH:5]=[CH:6][CH:7]=1.[B].O, predict the reaction product. The product is: [F:1][C:2]1[CH:3]=[C:4]([C:8]2[C:16]3[C:11](=[CH:12][C:13]([OH:20])=[C:14]([C:17]([OH:19])=[O:18])[CH:15]=3)[NH:10][N:9]=2)[CH:5]=[CH:6][CH:7]=1.